From a dataset of Full USPTO retrosynthesis dataset with 1.9M reactions from patents (1976-2016). Predict the reactants needed to synthesize the given product. (1) The reactants are: [N:1]1[N:5]2[C:6](=O)[C:7]3[N:8]([N:11]=[CH:12][CH:13]=3)[C:9](=[O:10])[C:4]2=[CH:3][CH:2]=1.NC1C2[C:20](=[CH:21][CH:22]=[C:23]([Br:26])[CH:24]=2)N=CC=1. Given the product [Br:26][C:23]1[CH:24]=[C:6]2[C:20](=[CH:21][CH:22]=1)[N:11]=[CH:12][CH:13]=[C:7]2[NH:8][C:9]([C:4]1[CH:3]=[CH:2][NH:1][N:5]=1)=[O:10], predict the reactants needed to synthesize it. (2) Given the product [F:46][C:26]([F:25])([F:45])[C:27]1[CH:28]=[C:29]([C@H:37]2[O:42][C:41](=[O:43])[N:40]([CH2:2][C:3]3[CH:8]=[C:7]([C:9]([F:12])([F:11])[F:10])[CH:6]=[CH:5][C:4]=3[C:13]3[CH:18]=[C:17]([CH:19]([CH3:21])[CH3:20])[C:16]([F:22])=[CH:15][C:14]=3[O:23][CH3:24])[C@@H:39]([CH3:44])[CH2:38]2)[CH:30]=[C:31]([C:33]([F:34])([F:35])[F:36])[CH:32]=1, predict the reactants needed to synthesize it. The reactants are: Br[CH2:2][C:3]1[CH:8]=[C:7]([C:9]([F:12])([F:11])[F:10])[CH:6]=[CH:5][C:4]=1[C:13]1[CH:18]=[C:17]([CH:19]([CH3:21])[CH3:20])[C:16]([F:22])=[CH:15][C:14]=1[O:23][CH3:24].[F:25][C:26]([F:46])([F:45])[C:27]1[CH:28]=[C:29]([C@H:37]2[O:42][C:41](=[O:43])[NH:40][C@@H:39]([CH3:44])[CH2:38]2)[CH:30]=[C:31]([C:33]([F:36])([F:35])[F:34])[CH:32]=1.CC(C)([O-])C.[K+].